This data is from Forward reaction prediction with 1.9M reactions from USPTO patents (1976-2016). The task is: Predict the product of the given reaction. (1) Given the reactants C(OC([N:8]1[CH2:13][CH2:12][N:11]([CH2:14][CH:15]2[O:19][C:18](=[O:20])[N:17]([C:21]3[CH:26]=[CH:25][CH:24]=[CH:23][CH:22]=3)[CH2:16]2)[CH2:10][CH2:9]1)=O)(C)(C)C, predict the reaction product. The product is: [C:21]1([N:17]2[CH2:16][CH:15]([CH2:14][N:11]3[CH2:12][CH2:13][NH:8][CH2:9][CH2:10]3)[O:19][C:18]2=[O:20])[CH:22]=[CH:23][CH:24]=[CH:25][CH:26]=1. (2) Given the reactants [CH3:1][O:2][C:3]1[CH:8]=[CH:7][C:6](B(O)O)=[CH:5][CH:4]=1.C(O)C.Br[C:16]1[O:20][C:19]([CH:21]=[O:22])=[CH:18][CH:17]=1.C(=O)([O-])[O-].[Na+].[Na+], predict the reaction product. The product is: [CH3:1][O:2][C:3]1[CH:8]=[CH:7][C:6]([C:16]2[O:20][C:19]([CH:21]=[O:22])=[CH:18][CH:17]=2)=[CH:5][CH:4]=1. (3) Given the reactants C([Li])CCC.Cl[C:7]1[CH:8]=[N:9][C:10]([C:13]2[N:17]=[C:16]([C:18]3[CH:23]=[CH:22][C:21]([CH2:24][CH:25]([CH3:27])[CH3:26])=[CH:20][CH:19]=3)[O:15][N:14]=2)=[N:11][CH:12]=1.C1C[O:31][CH2:30]C1, predict the reaction product. The product is: [CH2:24]([C:21]1[CH:22]=[CH:23][C:18]([C:16]2[O:15][N:14]=[C:13]([C:10]3[N:9]=[CH:8][C:7]([CH:30]=[O:31])=[CH:12][N:11]=3)[N:17]=2)=[CH:19][CH:20]=1)[CH:25]([CH3:27])[CH3:26]. (4) Given the reactants [N:1]1[C:11]2[C:6](=[CH:7][CH:8]=[CH:9][CH:10]=2)[C:4]([CH3:5])=[CH:3][CH:2]=1.[N:12]1[CH:17]=[CH:16][CH:15]=[CH:14][C:13]=1[C:18](OCC)=[O:19].C[Si]([N-][Si](C)(C)C)(C)C.[K+], predict the reaction product. The product is: [N:12]1[CH:17]=[CH:16][CH:15]=[CH:14][C:13]=1[C:18](=[O:19])[CH2:5][C:4]1[C:6]2[C:11](=[CH:10][CH:9]=[CH:8][CH:7]=2)[N:1]=[CH:2][CH:3]=1. (5) Given the reactants CCC[C@H](N[C@H](C([N:15]1[C@H:23]([C:24]([OH:26])=[O:25])[CH2:22][C@H:21]2[C@@H:16]1[CH2:17][CH2:18][CH2:19][CH2:20]2)=O)C)C(OCC)=O.N1C2C(=CC=CC=2)CC1C(O)=O, predict the reaction product. The product is: [NH:15]1[C@@H:16]2[C@@H:21]([CH2:20][CH2:19][CH2:18][CH2:17]2)[CH2:22][C@H:23]1[C:24]([OH:26])=[O:25]. (6) Given the reactants [NH:1]1[C:9]2[C:4](=[CH:5][CH:6]=[CH:7][N:8]=2)[CH:3]=[CH:2]1.[H-].[Na+].I[CH2:13][C:14]([NH2:16])=[O:15], predict the reaction product. The product is: [NH:1]1[C:9]2[C:4](=[CH:5][CH:6]=[CH:7][N:8]=2)[C:3]([CH2:13][C:14]([NH2:16])=[O:15])=[CH:2]1. (7) Given the reactants [C:1]([O:5][C:6]([N:8]1[CH2:17][CH2:16][C:15]2[C:10](=[CH:11][CH:12]=[C:13]([C:18](O)=[O:19])[CH:14]=2)[CH2:9]1)=[O:7])([CH3:4])([CH3:3])[CH3:2].[NH2:21][C:22]1[CH:27]=[CH:26][CH:25]=[CH:24][CH:23]=1.C(P1(=O)OP(CCC)(=O)OP(CCC)(=O)O1)CC.CN(C=O)C, predict the reaction product. The product is: [C:22]1([NH:21][C:18]([C:13]2[CH:14]=[C:15]3[C:16](=[CH:11][CH:12]=2)[CH2:17][N:8]([C:6]([O:5][C:1]([CH3:4])([CH3:2])[CH3:3])=[O:7])[CH2:9][CH2:10]3)=[O:19])[CH:27]=[CH:26][CH:25]=[CH:24][CH:23]=1.